This data is from Forward reaction prediction with 1.9M reactions from USPTO patents (1976-2016). The task is: Predict the product of the given reaction. (1) Given the reactants [Cl:1][C:2]1[CH:7]=[CH:6][CH:5]=[C:4]([Cl:8])[C:3]=1[C:9]1[O:13][N:12]=[C:11]([C@@H:14]2[C@:19]([C:21]3[CH:26]=[CH:25][C:24]([F:27])=[C:23]([F:28])[CH:22]=3)([OH:20])[CH2:18][CH2:17][N:16](C(OC(C)(C)C)=O)[CH2:15]2)[CH:10]=1.Cl, predict the reaction product. The product is: [Cl:8][C:4]1[CH:5]=[CH:6][CH:7]=[C:2]([Cl:1])[C:3]=1[C:9]1[O:13][N:12]=[C:11]([C@@H:14]2[C@:19]([C:21]3[CH:26]=[CH:25][C:24]([F:27])=[C:23]([F:28])[CH:22]=3)([OH:20])[CH2:18][CH2:17][NH:16][CH2:15]2)[CH:10]=1. (2) Given the reactants [Br-].[F:2][C:3]1[CH:12]=[C:11]2[C:6]([CH:7]=[C:8]([C:14](=O)[CH2:15][N+:16]3[CH:21]=[C:20]([CH3:22])N=[CH:18][C:17]=3[CH3:23])[C:9](=[O:13])[O:10]2)=[CH:5][CH:4]=1, predict the reaction product. The product is: [F:2][C:3]1[CH:12]=[C:11]2[C:6]([CH:7]=[C:8]([C:14]3[CH:18]=[C:17]4[N:16]([CH:15]=3)[CH:21]=[CH:20][CH:22]=[CH:23]4)[C:9](=[O:13])[O:10]2)=[CH:5][CH:4]=1. (3) Given the reactants C(NCC)C.[C:6]1([C:12]2[N:13]=[C:14]([NH:17][C:18](=[O:50])[C@@H:19]([NH:42][C:43]([O:45][C:46]([CH3:49])([CH3:48])[CH3:47])=[O:44])[CH2:20][CH2:21][CH2:22][CH2:23][NH:24]C(OCC3C4C=CC=CC=4C4C3=CC=CC=4)=O)[S:15][CH:16]=2)[CH:11]=[CH:10][CH:9]=[CH:8][CH:7]=1.[S:51](N)([NH2:54])(=[O:53])=[O:52].O, predict the reaction product. The product is: [O:50]=[C:18]([NH:17][C:14]1[S:15][CH:16]=[C:12]([C:6]2[CH:11]=[CH:10][CH:9]=[CH:8][CH:7]=2)[N:13]=1)[C@@H:19]([NH:42][C:43](=[O:44])[O:45][C:46]([CH3:49])([CH3:48])[CH3:47])[CH2:20][CH2:21][CH2:22][CH2:23][NH:24][S:51](=[O:53])(=[O:52])[NH2:54]. (4) The product is: [CH2:21]([O:20][C:18]([C@H:17]1[C:23](=[O:25])[CH:14]([NH:13][C:11]([O:10][C:6]([CH3:9])([CH3:8])[CH3:7])=[O:12])[CH2:15][S:16]1)=[O:19])[CH3:22]. Given the reactants [H-].[Na+].CCO.[C:6]([O:10][C:11]([NH:13][C@H:14]([C:23]([O:25]CC)=O)[CH2:15][S:16][CH2:17][C:18]([O:20][CH2:21][CH3:22])=[O:19])=[O:12])([CH3:9])([CH3:8])[CH3:7].C(O)(=O)C, predict the reaction product. (5) The product is: [F:3][C:4]1[CH:5]=[C:6]([CH2:11][CH2:12][OH:13])[CH:7]=[CH:8][C:9]=1[F:10]. Given the reactants [BH4-].[Na+].[F:3][C:4]1[CH:5]=[C:6]([CH2:11][CH:12]=[O:13])[CH:7]=[CH:8][C:9]=1[F:10], predict the reaction product. (6) Given the reactants Br[CH2:2][C:3]1[CH:8]=[CH:7][C:6]([CH2:9][C:10]([OH:12])=[O:11])=[CH:5][CH:4]=1.C(=O)([O-])[O-].[K+].[K+].[CH3:19][N:20]1[CH2:25][CH2:24][NH:23][CH2:22][CH2:21]1, predict the reaction product. The product is: [CH3:19][N:20]1[CH2:25][CH2:24][N:23]([CH2:2][C:3]2[CH:8]=[CH:7][C:6]([CH2:9][C:10]([OH:12])=[O:11])=[CH:5][CH:4]=2)[CH2:22][CH2:21]1. (7) Given the reactants C(Cl)(=O)C(Cl)=O.CS(C)=O.[F:11][C:12]1[CH:17]=[CH:16][CH:15]=[CH:14][C:13]=1[C:18]#[C:19][CH2:20][OH:21].CCN(CC)CC, predict the reaction product. The product is: [F:11][C:12]1[CH:17]=[CH:16][CH:15]=[CH:14][C:13]=1[C:18]#[C:19][CH:20]=[O:21]. (8) Given the reactants C(OC([N:8]1[CH2:13][CH2:12][CH:11]([CH2:14][NH:15][C:16]2[N:25]=[C:24]([N:26]([CH3:28])[CH3:27])[C:23]3[C:18](=[CH:19][CH:20]=[CH:21][CH:22]=3)[N:17]=2)[CH2:10][CH2:9]1)=O)(C)(C)C.Cl.C(N(C(C)C)CC)(C)C.[Br:39][C:40]1[CH:45]=[CH:44][C:43]([S:46](Cl)(=[O:48])=[O:47])=[C:42]([O:50][C:51]([F:54])([F:53])[F:52])[CH:41]=1, predict the reaction product. The product is: [Br:39][C:40]1[CH:45]=[CH:44][C:43]([S:46]([N:8]2[CH2:9][CH2:10][CH:11]([CH2:14][NH:15][C:16]3[N:25]=[C:24]([N:26]([CH3:27])[CH3:28])[C:23]4[C:18](=[CH:19][CH:20]=[CH:21][CH:22]=4)[N:17]=3)[CH2:12][CH2:13]2)(=[O:48])=[O:47])=[C:42]([O:50][C:51]([F:53])([F:52])[F:54])[CH:41]=1.